From a dataset of Forward reaction prediction with 1.9M reactions from USPTO patents (1976-2016). Predict the product of the given reaction. (1) Given the reactants N[C:2]1[CH:7]=[C:6]([C:8]([F:11])([F:10])[F:9])[CH:5]=[CH:4][C:3]=1[C:12]1[N:17]=[CH:16][N:15]=[C:14]([O:18][C:19]2[C:24]3[N:25]=[C:26]([NH:28][C:29](=[O:31])[CH3:30])[S:27][C:23]=3[CH:22]=[CH:21][CH:20]=2)[CH:13]=1.[I-:32].[Cs+].II.N(OCCC(C)C)=O, predict the reaction product. The product is: [I:32][C:2]1[CH:7]=[C:6]([C:8]([F:11])([F:10])[F:9])[CH:5]=[CH:4][C:3]=1[C:12]1[N:17]=[CH:16][N:15]=[C:14]([O:18][C:19]2[C:24]3[N:25]=[C:26]([NH:28][C:29](=[O:31])[CH3:30])[S:27][C:23]=3[CH:22]=[CH:21][CH:20]=2)[CH:13]=1. (2) Given the reactants [NH2:1][C:2]1[CH:7]=[C:6]([CH2:8]O)[N:5]=[C:4]([C:10]([O:12][CH3:13])=[O:11])[C:3]=1[Cl:14].COCCN(S(F)(F)[F:25])CCOC, predict the reaction product. The product is: [NH2:1][C:2]1[CH:7]=[C:6]([CH2:8][F:25])[N:5]=[C:4]([C:10]([O:12][CH3:13])=[O:11])[C:3]=1[Cl:14]. (3) Given the reactants [C:1]([C:3]1[C:4]([O:13][CH:14]([CH3:19])[C:15]([F:18])([F:17])[F:16])=[N:5][CH:6]=[C:7]([CH:12]=1)[C:8]([O:10]C)=[O:9])#[N:2].FC(F)(F)C(O)C.[OH-].[Na+], predict the reaction product. The product is: [C:1]([C:3]1[C:4]([O:13][CH:14]([CH3:19])[C:15]([F:18])([F:17])[F:16])=[N:5][CH:6]=[C:7]([CH:12]=1)[C:8]([OH:10])=[O:9])#[N:2]. (4) Given the reactants [CH3:1][O:2][C:3](=[O:14])[C:4]1[CH:9]=[CH:8][CH:7]=[C:6]([N+:10]([O-])=O)[C:5]=1[OH:13].[H][H], predict the reaction product. The product is: [CH3:1][O:2][C:3](=[O:14])[C:4]1[CH:9]=[CH:8][CH:7]=[C:6]([NH2:10])[C:5]=1[OH:13]. (5) Given the reactants [CH3:1][O:2][CH2:3][N:4]1[C:12]2[C:7](=[CH:8][CH:9]=[CH:10][C:11]=2[NH:13][S:14]([C:17]2[S:18][CH:19]=[CH:20][CH:21]=2)(=[O:16])=[O:15])[CH:6]=[C:5]1[C:22]1[S:23][C:24]([C:27]([O:29][CH2:30][CH3:31])=[O:28])=[CH:25][N:26]=1.CI.[C:34](=O)([O-])[O-].[K+].[K+].CN(C)C=O, predict the reaction product. The product is: [CH3:1][O:2][CH2:3][N:4]1[C:12]2[C:7](=[CH:8][CH:9]=[CH:10][C:11]=2[N:13]([CH3:34])[S:14]([C:17]2[S:18][CH:19]=[CH:20][CH:21]=2)(=[O:16])=[O:15])[CH:6]=[C:5]1[C:22]1[S:23][C:24]([C:27]([O:29][CH2:30][CH3:31])=[O:28])=[CH:25][N:26]=1. (6) Given the reactants [CH3:1][C:2]1[CH:7]=[CH:6][C:5]([NH:8][C:9](=O)[CH2:10][O:11][C:12]2[CH:17]=[CH:16][C:15]([O:18][C:19]3[C:28]4[C:23](=[CH:24][C:25]([O:31][CH3:32])=[C:26]([O:29][CH3:30])[CH:27]=4)[N:22]=[CH:21][CH:20]=3)=[CH:14][CH:13]=2)=[CH:4][CH:3]=1.Cl.[OH-].[Na+], predict the reaction product. The product is: [CH3:30][O:29][C:26]1[CH:27]=[C:28]2[C:23](=[CH:24][C:25]=1[O:31][CH3:32])[N:22]=[CH:21][CH:20]=[C:19]2[O:18][C:15]1[CH:16]=[CH:17][C:12]([O:11][CH2:10][CH2:9][NH:8][C:5]2[CH:4]=[CH:3][C:2]([CH3:1])=[CH:7][CH:6]=2)=[CH:13][CH:14]=1. (7) Given the reactants [Cl:1][C:2]1[CH:3]=[C:4]2[C:9](=[CH:10][CH:11]=1)[CH:8]=[C:7]([S:12]([N:15]1[CH2:20][CH2:19][N:18]([C:21]([C:23]3[S:24][C:25]4[CH2:26][NH:27][CH:28]([CH3:32])[CH2:29][C:30]=4[N:31]=3)=[O:22])[CH:17]([C:33](O)=[O:34])[CH2:16]1)(=[O:14])=[O:13])[CH:6]=[CH:5]2.[O:36]1[CH2:41][CH2:40][CH2:39][CH2:38][CH:37]1[O:42][NH2:43].O.ON1C2C=CC=CC=2N=N1.Cl.CN(CCCN=C=NCC)C.C(=O)([O-])[O-].[K+].[K+], predict the reaction product. The product is: [Cl:1][C:2]1[CH:3]=[C:4]2[C:9](=[CH:10][CH:11]=1)[CH:8]=[C:7]([S:12]([N:15]1[CH2:20][CH2:19][N:18]([C:21]([C:23]3[S:24][C:25]4[CH2:26][NH:27][CH:28]([CH3:32])[CH2:29][C:30]=4[N:31]=3)=[O:22])[CH:17]([C:33](=[O:34])[NH:43][O:42][CH:37]3[CH2:38][CH2:39][CH2:40][CH2:41][O:36]3)[CH2:16]1)(=[O:13])=[O:14])[CH:6]=[CH:5]2.